From a dataset of Forward reaction prediction with 1.9M reactions from USPTO patents (1976-2016). Predict the product of the given reaction. (1) Given the reactants C([O:3][C:4](=[O:31])[C@@H:5]([NH:13][C:14](=[O:30])[CH:15]([NH:22][C:23]([O:25][C:26]([CH3:29])([CH3:28])[CH3:27])=[O:24])[C:16]1[CH:21]=[CH:20][CH:19]=[CH:18][CH:17]=1)[CH2:6][C:7]1[CH:12]=[CH:11][CH:10]=[CH:9][CH:8]=1)C.O1CCCC1.O.O.[OH-].[Li+].Cl, predict the reaction product. The product is: [C:26]([O:25][C:23]([NH:22][CH:15]([C:16]1[CH:17]=[CH:18][CH:19]=[CH:20][CH:21]=1)[C:14]([NH:13][C@@H:5]([CH2:6][C:7]1[CH:8]=[CH:9][CH:10]=[CH:11][CH:12]=1)[C:4]([OH:31])=[O:3])=[O:30])=[O:24])([CH3:29])([CH3:27])[CH3:28]. (2) Given the reactants [Br:1]N1C(=O)CCC1=O.[CH3:9][O:10][C:11](=[O:28])[C:12]([C:19]1[CH:24]=[CH:23][C:22]([OH:25])=[C:21]([CH:26]=[O:27])[CH:20]=1)([CH2:16][O:17][CH3:18])[CH2:13][O:14][CH3:15], predict the reaction product. The product is: [CH3:9][O:10][C:11](=[O:28])[C:12]([C:19]1[CH:20]=[C:21]([CH:26]=[O:27])[C:22]([OH:25])=[C:23]([Br:1])[CH:24]=1)([CH2:16][O:17][CH3:18])[CH2:13][O:14][CH3:15].